The task is: Predict the product of the given reaction.. This data is from Forward reaction prediction with 1.9M reactions from USPTO patents (1976-2016). (1) Given the reactants [Br:1][C:2]1[CH:3]=[CH:4][C:5](F)=[C:6]([CH:9]=1)[C:7]#[N:8].C([O-])([O-])=O.[K+].[K+].[NH:17]1[CH:21]=[CH:20][N:19]=[CH:18]1, predict the reaction product. The product is: [Br:1][C:2]1[CH:3]=[CH:4][C:5]([N:17]2[CH:21]=[CH:20][N:19]=[CH:18]2)=[C:6]([CH:9]=1)[C:7]#[N:8]. (2) Given the reactants C([O:3][C:4]([CH:6]1[CH2:11][CH2:10][N:9]([C:12]2[CH:17]=[CH:16][C:15]([N+:18]([O-:20])=[O:19])=[CH:14][CH:13]=2)[CH2:8][CH2:7]1)=[O:5])C.[OH-].[Na+].O.Cl, predict the reaction product. The product is: [N+:18]([C:15]1[CH:16]=[CH:17][C:12]([N:9]2[CH2:8][CH2:7][CH:6]([C:4]([OH:5])=[O:3])[CH2:11][CH2:10]2)=[CH:13][CH:14]=1)([O-:20])=[O:19]. (3) Given the reactants [O:1]1[CH2:6][CH2:5][N:4]([CH2:7][CH2:8][CH2:9][CH2:10][NH2:11])[CH2:3][CH2:2]1.F[C:13]1[CH:18]=[CH:17][C:16]([N+:19]([O-:21])=[O:20])=[CH:15][C:14]=1[F:22].C([O-])([O-])=O.[K+].[K+], predict the reaction product. The product is: [F:22][C:14]1[CH:15]=[C:16]([N+:19]([O-:21])=[O:20])[CH:17]=[CH:18][C:13]=1[NH:11][CH2:10][CH2:9][CH2:8][CH2:7][N:4]1[CH2:5][CH2:6][O:1][CH2:2][CH2:3]1. (4) Given the reactants [C:1]1([S:7]([N:10]2[C:14]3=[N:15][CH:16]=[CH:17][CH:18]=[C:13]3[CH:12]=[C:11]2[C:19](OS(C2C=CC(C)=CC=2)(=O)=O)=[CH:20][CH:21]([CH3:23])[CH3:22])(=[O:9])=[O:8])[CH:6]=[CH:5][CH:4]=[CH:3][CH:2]=1.[C:35]1([CH3:44])[CH:40]=[CH:39][CH:38]=[C:37](B(O)O)[CH:36]=1.C(=O)([O-])[O-].[Na+].[Na+], predict the reaction product. The product is: [C:1]1([S:7]([N:10]2[C:14]3=[N:15][CH:16]=[CH:17][CH:18]=[C:13]3[CH:12]=[C:11]2[C:19]([C:37]2[CH:36]=[C:35]([CH3:44])[CH:40]=[CH:39][CH:38]=2)=[CH:20][CH:21]([CH3:23])[CH3:22])(=[O:8])=[O:9])[CH:2]=[CH:3][CH:4]=[CH:5][CH:6]=1. (5) Given the reactants [CH2:1]([O:8][C:9](=[O:29])[C@@H:10]([NH:21][C:22](OC(C)(C)C)=[O:23])[CH2:11][C:12]1[C:20]2[C:15](=[CH:16][CH:17]=[CH:18][CH:19]=2)[NH:14][CH:13]=1)[C:2]1[CH:7]=[CH:6][CH:5]=[CH:4][CH:3]=1.FC(F)(F)C(O)=O.C(N(CC)C(C)C)(C)C.[C:46]([NH:53][C@H:54](C(O)=O)[CH3:55])([O:48][C:49]([CH3:52])([CH3:51])[CH3:50])=[O:47].CN(C(ON1N=NC2C=CC=NC1=2)=[N+](C)C)C.F[P-](F)(F)(F)(F)F, predict the reaction product. The product is: [CH2:1]([O:8][C:9](=[O:29])[C@@H:10]([NH:21][C:22](=[O:23])[C@@H:54]([NH:53][C:46]([O:48][C:49]([CH3:52])([CH3:51])[CH3:50])=[O:47])[CH3:55])[CH2:11][C:12]1[C:20]2[C:15](=[CH:16][CH:17]=[CH:18][CH:19]=2)[NH:14][CH:13]=1)[C:2]1[CH:7]=[CH:6][CH:5]=[CH:4][CH:3]=1. (6) Given the reactants [CH:1]([C:3]1[CH:4]=[C:5]([CH:25]=[CH:26][CH:27]=1)[C:6]([NH:8][C:9]1[S:10][CH:11]=[C:12]([C:19]2[CH:24]=[CH:23][CH:22]=[CH:21][CH:20]=2)[C:13]=1[C:14]([O:16][CH2:17][CH3:18])=[O:15])=[O:7])=O.[NH:28]1[CH2:31][CH:30]([C:32]([OH:34])=[O:33])[CH2:29]1.C([BH3-])#N.[Na+], predict the reaction product. The product is: [CH2:17]([O:16][C:14]([C:13]1[C:12]([C:19]2[CH:20]=[CH:21][CH:22]=[CH:23][CH:24]=2)=[CH:11][S:10][C:9]=1[NH:8][C:6]([C:5]1[CH:4]=[C:3]([CH:27]=[CH:26][CH:25]=1)[CH2:1][N:28]1[CH2:31][CH:30]([C:32]([OH:34])=[O:33])[CH2:29]1)=[O:7])=[O:15])[CH3:18]. (7) Given the reactants C(O[CH:6](N(C)C)[N:7]([CH3:9])[CH3:8])(C)(C)C.[O:13]=[C:14]1[CH2:19][CH2:18][N:17]([C:20]([O:22][C:23]([CH3:26])([CH3:25])[CH3:24])=[O:21])[CH2:16][CH2:15]1, predict the reaction product. The product is: [CH3:6][N:7]([CH:9]=[C:19]1[C:14](=[O:13])[CH2:15][CH2:16][N:17]([C:20]([O:22][C:23]([CH3:26])([CH3:25])[CH3:24])=[O:21])[CH2:18]1)[CH3:8]. (8) Given the reactants [CH2:1]([O:3][C:4]([C:6]1[CH2:10][CH2:9][CH2:8][C:7]=1[NH:11][CH2:12][CH2:13][N:14]([CH3:16])[CH3:15])=[O:5])[CH3:2].C([BH3-])#N.[Na+], predict the reaction product. The product is: [CH2:1]([O:3][C:4]([CH:6]1[CH2:10][CH2:9][CH2:8][CH:7]1[NH:11][CH2:12][CH2:13][N:14]([CH3:15])[CH3:16])=[O:5])[CH3:2].[CH2:1]([O:3][C:4]([CH:6]1[CH2:10][CH2:9][CH2:8][CH:7]1[N:11]=[CH:12][CH2:13][N:14]([CH3:15])[CH3:16])=[O:5])[CH3:2]. (9) Given the reactants Cl[CH2:2][C:3]([NH:5][C:6]1[C:19]2[C:18](=[O:20])[C:17]3[C:12](=[CH:13][CH:14]=[CH:15][C:16]=3[NH:21][C:22](=[O:25])[CH2:23]Cl)[C:11](=[O:26])[C:10]=2[CH:9]=[CH:8][CH:7]=1)=[O:4].[CH3:27][NH:28][CH3:29].[CH3:30][N:31](C)[CH:32]=O, predict the reaction product. The product is: [CH3:27][N:28]([CH3:29])[CH2:2][C:3]([NH:5][C:6]1[C:19]2[C:18](=[O:20])[C:17]3[C:12](=[CH:13][CH:14]=[CH:15][C:16]=3[NH:21][C:22](=[O:25])[CH2:23][N:31]([CH3:32])[CH3:30])[C:11](=[O:26])[C:10]=2[CH:9]=[CH:8][CH:7]=1)=[O:4].